From a dataset of Forward reaction prediction with 1.9M reactions from USPTO patents (1976-2016). Predict the product of the given reaction. (1) Given the reactants Br[C:2]1[N:3]=[C:4]([N:8]2[CH2:13][CH2:12][N:11]([C:14]([O:16][C:17]([CH3:20])([CH3:19])[CH3:18])=[O:15])[C@@H:10]([CH2:21][CH:22]([CH3:24])[CH3:23])[CH2:9]2)[S:5][C:6]=1[CH3:7].[Li]CCCC.[F:30][C:31]1[C:36]([C:37](N(OC)C)=[O:38])=[CH:35][CH:34]=[CH:33][N:32]=1, predict the reaction product. The product is: [F:30][C:31]1[C:36]([C:37]([C:2]2[N:3]=[C:4]([N:8]3[CH2:13][CH2:12][N:11]([C:14]([O:16][C:17]([CH3:20])([CH3:19])[CH3:18])=[O:15])[C@@H:10]([CH2:21][CH:22]([CH3:24])[CH3:23])[CH2:9]3)[S:5][C:6]=2[CH3:7])=[O:38])=[CH:35][CH:34]=[CH:33][N:32]=1. (2) Given the reactants Cl[CH2:2][C:3]1[CH:4]=[C:5]([CH:26]=[CH:27][N:28]=1)[C:6]([NH:8][C:9]1[S:10][C:11]2[C:17]([CH:18]3[CH2:23][O:22][CH2:21][CH2:20][O:19]3)=[CH:16][CH:15]=[C:14]([O:24][CH3:25])[C:12]=2[N:13]=1)=[O:7].C(=O)([O-])[O-].[Cs+].[Cs+].[CH2:35]([NH:37][CH2:38][CH3:39])[CH3:36], predict the reaction product. The product is: [CH2:35]([N:37]([CH2:2][C:3]1[CH:4]=[C:5]([CH:26]=[CH:27][N:28]=1)[C:6]([NH:8][C:9]1[S:10][C:11]2[C:17]([CH:18]3[CH2:23][O:22][CH2:21][CH2:20][O:19]3)=[CH:16][CH:15]=[C:14]([O:24][CH3:25])[C:12]=2[N:13]=1)=[O:7])[CH2:38][CH3:39])[CH3:36]. (3) The product is: [CH2:57]=[C:53]1[C:51]2=[N:52][C:47]([C:34]3[CH:35]=[N:36][N:37]([C:39]4[CH:40]=[N:41][CH:42]=[CH:43][CH:44]=4)[CH:38]=3)=[CH:48][CH:49]=[C:50]2[O:56][CH2:55][CH2:54]1. Given the reactants C1(P(C2C=CC=CC=2)C2C=CC=CC=2)C=CC=CC=1.C([O-])([O-])=O.[K+].[K+].CC1(C)C(C)(C)OB([C:34]2[CH:35]=[N:36][N:37]([C:39]3[CH:40]=[N:41][CH:42]=[CH:43][CH:44]=3)[CH:38]=2)O1.Br[C:47]1[N:52]=[C:51]2[C:53](=[CH2:57])[CH2:54][CH2:55][O:56][C:50]2=[CH:49][CH:48]=1, predict the reaction product. (4) Given the reactants [N:1]1[C:10]2[C:5](=[CH:6][CH:7]=[CH:8][C:9]=2[OH:11])[CH:4]=[CH:3][C:2]=1[OH:12].C([O-])([O-])=O.[K+].[K+].[CH2:19](Br)[C:20]1[CH:25]=[CH:24][CH:23]=[CH:22][CH:21]=1.CN(C=O)C, predict the reaction product. The product is: [CH2:19]([O:11][C:9]1[CH:8]=[CH:7][CH:6]=[C:5]2[C:10]=1[N:1]=[C:2]([OH:12])[CH:3]=[CH:4]2)[C:20]1[CH:25]=[CH:24][CH:23]=[CH:22][CH:21]=1. (5) Given the reactants [Cl:1][C:2]1[CH:11]=[CH:10][C:9]2[N:8]=[C:7]3[C:12](=[O:17])[NH:13][C:14]([CH3:16])=[N:15][C:6]3=[C:5]([C:18]([F:21])([F:20])[F:19])[C:4]=2[CH:3]=1.[Li][CH2:23][CH2:24][CH2:25][CH3:26], predict the reaction product. The product is: [CH2:23]([C:5]1([C:18]([F:19])([F:21])[F:20])[C:4]2[CH:3]=[C:2]([Cl:1])[CH:11]=[CH:10][C:9]=2[NH:8][C:7]2[C:12](=[O:17])[NH:13][C:14]([CH3:16])=[N:15][C:6]1=2)[CH2:24][CH2:25][CH3:26]. (6) The product is: [F:1][C:2]1[CH:3]=[C:4]([CH:5]=[CH:6][CH:7]=1)[O:8][CH2:35][CH:21]1[CH2:22][CH:23]([C:25]2[CH:30]=[CH:29][C:28]([C:31]([F:34])([F:33])[F:32])=[CH:27][CH:26]=2)[CH2:24][N:19]([C:17]([N:11]2[CH2:16][CH2:15][O:14][CH2:13][CH2:12]2)=[O:18])[CH2:20]1. Given the reactants [F:1][C:2]1[CH:3]=[C:4]([OH:8])[CH:5]=[CH:6][CH:7]=1.[H-].[Na+].[N:11]1([C:17]([N:19]2[CH2:24][CH:23]([C:25]3[CH:30]=[CH:29][C:28]([C:31]([F:34])([F:33])[F:32])=[CH:27][CH:26]=3)[CH2:22][CH:21]([CH2:35]S([O-])(=O)=O)[CH2:20]2)=[O:18])[CH2:16][CH2:15][O:14][CH2:13][CH2:12]1.O, predict the reaction product.